From a dataset of Forward reaction prediction with 1.9M reactions from USPTO patents (1976-2016). Predict the product of the given reaction. (1) Given the reactants [F:1][C:2]1[CH:10]=[C:9]([F:11])[CH:8]=[C:7]([NH:12][CH3:13])[C:3]=1[C:4]([OH:6])=[O:5].C(=O)([O-])[O-].[K+].[K+].[CH3:20][O:21][CH:22]([O:25][CH3:26])[CH2:23]Br, predict the reaction product. The product is: [CH3:20][O:21][CH:22]([O:25][CH3:26])[CH2:23][O:5][C:4](=[O:6])[C:3]1[C:7]([NH:12][CH3:13])=[CH:8][C:9]([F:11])=[CH:10][C:2]=1[F:1]. (2) Given the reactants [CH3:1]O.C[Si](C=[N+]=[N-])(C)C.[Br:10][CH:11]([C:15]1[CH:20]=[CH:19][CH:18]=[CH:17][C:16]=1[Cl:21])[C:12]([OH:14])=[O:13], predict the reaction product. The product is: [CH3:1][O:13][C:12](=[O:14])[CH:11]([Br:10])[C:15]1[CH:20]=[CH:19][CH:18]=[CH:17][C:16]=1[Cl:21]. (3) Given the reactants [Ag:1].N[C@H:3]([C:11]([OH:13])=[O:12])CC1C=NC=CC=1.[CH2:14]([NH2:32])[CH2:15][CH2:16][CH2:17][CH2:18][CH2:19][CH2:20][CH2:21]/[CH:22]=[CH:23]\[CH2:24][CH2:25][CH2:26][CH2:27][CH2:28][CH2:29][CH2:30][CH3:31], predict the reaction product. The product is: [C:11]([O-:13])(=[O:12])[CH3:3].[Ag+:1].[CH2:14]([NH2:32])[CH2:15][CH2:16][CH2:17][CH2:18][CH2:19][CH2:20][CH2:21]/[CH:22]=[CH:23]\[CH2:24][CH2:25][CH2:26][CH2:27][CH2:28][CH2:29][CH2:30][CH3:31].